This data is from Full USPTO retrosynthesis dataset with 1.9M reactions from patents (1976-2016). The task is: Predict the reactants needed to synthesize the given product. (1) The reactants are: [CH2:1]([N:5]([CH2:33][CH2:34][CH2:35][CH3:36])[C:6]([C:8]1[N:9]=[C:10]([C:13]2[CH:22]=[CH:21][C:16]([C:17]([O:19][CH3:20])=[O:18])=[CH:15][C:14]=2[C:23]([O:25][CH2:26][C:27]2[CH:32]=[CH:31][CH:30]=[CH:29][CH:28]=2)=[O:24])[NH:11][CH:12]=1)=[O:7])[CH2:2][CH2:3][CH3:4].C([O-])([O-])=O.[K+].[K+].Br[CH2:44][CH2:45][O:46][Si:47]([C:50]([CH3:53])([CH3:52])[CH3:51])([CH3:49])[CH3:48]. Given the product [Si:47]([O:46][CH2:45][CH2:44][N:11]1[CH:12]=[C:8]([C:6](=[O:7])[N:5]([CH2:1][CH2:2][CH2:3][CH3:4])[CH2:33][CH2:34][CH2:35][CH3:36])[N:9]=[C:10]1[C:13]1[CH:22]=[CH:21][C:16]([C:17]([O:19][CH3:20])=[O:18])=[CH:15][C:14]=1[C:23]([O:25][CH2:26][C:27]1[CH:28]=[CH:29][CH:30]=[CH:31][CH:32]=1)=[O:24])([C:50]([CH3:53])([CH3:52])[CH3:51])([CH3:49])[CH3:48], predict the reactants needed to synthesize it. (2) Given the product [O:23]=[C:14]1[C:15]2[C:16](=[CH:19][CH:20]=[CH:21][CH:22]=2)[C:17](=[O:18])[N:13]1[O:1][CH2:2][CH2:3][NH:4][C:5](=[O:11])[O:6][C:7]([CH3:8])([CH3:10])[CH3:9], predict the reactants needed to synthesize it. The reactants are: [OH:1][CH2:2][CH2:3][NH:4][C:5](=[O:11])[O:6][C:7]([CH3:10])([CH3:9])[CH3:8].O[N:13]1[C:17](=[O:18])[C:16]2=[CH:19][CH:20]=[CH:21][CH:22]=[C:15]2[C:14]1=[O:23]. (3) Given the product [O:14]1[C:13]2([CH2:18][CH2:19][NH:11][CH2:12]2)[O:17][CH2:16][CH2:15]1, predict the reactants needed to synthesize it. The reactants are: C(OC([N:11]1[CH2:19][CH2:18][C:13]2([O:17][CH2:16][CH2:15][O:14]2)[CH2:12]1)=O)C1C=CC=CC=1. (4) Given the product [CH3:3][C:2]1[NH:4][C:16](=[O:17])[CH:15]=[C:14]([C:11]2[CH:12]=[CH:13][N:8]=[CH:9][N:10]=2)[N:5]=1, predict the reactants needed to synthesize it. The reactants are: Cl.[C:2]([NH2:5])(=[NH:4])[CH3:3].[OH-].[Na+].[N:8]1[CH:13]=[CH:12][C:11]([C:14](=O)[CH2:15][C:16](OCC)=[O:17])=[N:10][CH:9]=1. (5) The reactants are: [CH2:1]([O:8][C@H:9]1[C@H:14]([O:15][CH2:16][C:17]2[CH:22]=[CH:21][CH:20]=[CH:19][CH:18]=2)[C@@H:13]([O:23][CH2:24][C:25]2[CH:30]=[CH:29][CH:28]=[CH:27][CH:26]=2)[CH:12]([O:31]C)[O:11][C@@H:10]1[CH2:33][O:34][CH2:35][C:36]1[CH:41]=[CH:40][CH:39]=[CH:38][CH:37]=1)[C:2]1[CH:7]=[CH:6][CH:5]=[CH:4][CH:3]=1.OS(O)(=O)=O. Given the product [CH2:24]([O:23][C@@H:13]1[C@@H:14]([O:15][CH2:16][C:17]2[CH:22]=[CH:21][CH:20]=[CH:19][CH:18]=2)[C@H:9]([O:8][CH2:1][C:2]2[CH:3]=[CH:4][CH:5]=[CH:6][CH:7]=2)[C@@H:10]([CH2:33][O:34][CH2:35][C:36]2[CH:37]=[CH:38][CH:39]=[CH:40][CH:41]=2)[O:11][CH:12]1[OH:31])[C:25]1[CH:30]=[CH:29][CH:28]=[CH:27][CH:26]=1, predict the reactants needed to synthesize it. (6) The reactants are: [CH3:1][C:2]1([CH3:16])[C:7](=O)[NH:6][C:5]2[CH:9]=[C:10]([N+:13]([O-:15])=[O:14])[CH:11]=[CH:12][C:4]=2[O:3]1.Cl. Given the product [CH3:1][C:2]1([CH3:16])[CH2:7][NH:6][C:5]2[CH:9]=[C:10]([N+:13]([O-:15])=[O:14])[CH:11]=[CH:12][C:4]=2[O:3]1, predict the reactants needed to synthesize it.